This data is from NCI-60 drug combinations with 297,098 pairs across 59 cell lines. The task is: Regression. Given two drug SMILES strings and cell line genomic features, predict the synergy score measuring deviation from expected non-interaction effect. (1) Drug 1: CC1C(C(CC(O1)OC2CC(CC3=C2C(=C4C(=C3O)C(=O)C5=C(C4=O)C(=CC=C5)OC)O)(C(=O)CO)O)N)O.Cl. Drug 2: COC1=CC(=CC(=C1O)OC)C2C3C(COC3=O)C(C4=CC5=C(C=C24)OCO5)OC6C(C(C7C(O6)COC(O7)C8=CC=CS8)O)O. Cell line: KM12. Synergy scores: CSS=44.4, Synergy_ZIP=2.93, Synergy_Bliss=4.80, Synergy_Loewe=-3.04, Synergy_HSA=4.75. (2) Drug 1: C1=NC2=C(N=C(N=C2N1C3C(C(C(O3)CO)O)O)F)N. Drug 2: C1CC(=O)NC(=O)C1N2C(=O)C3=CC=CC=C3C2=O. Cell line: SK-MEL-5. Synergy scores: CSS=3.63, Synergy_ZIP=0.480, Synergy_Bliss=3.93, Synergy_Loewe=-0.538, Synergy_HSA=-0.159. (3) Drug 1: C1=NC(=NC(=O)N1C2C(C(C(O2)CO)O)O)N. Drug 2: CC1CCCC2(C(O2)CC(NC(=O)CC(C(C(=O)C(C1O)C)(C)C)O)C(=CC3=CSC(=N3)C)C)C. Cell line: HT29. Synergy scores: CSS=67.8, Synergy_ZIP=0.252, Synergy_Bliss=-1.59, Synergy_Loewe=-0.520, Synergy_HSA=2.85. (4) Drug 2: C(CCl)NC(=O)N(CCCl)N=O. Drug 1: CCC1(CC2CC(C3=C(CCN(C2)C1)C4=CC=CC=C4N3)(C5=C(C=C6C(=C5)C78CCN9C7C(C=CC9)(C(C(C8N6C=O)(C(=O)OC)O)OC(=O)C)CC)OC)C(=O)OC)O.OS(=O)(=O)O. Synergy scores: CSS=8.89, Synergy_ZIP=-6.19, Synergy_Bliss=-2.02, Synergy_Loewe=-62.0, Synergy_HSA=-0.918. Cell line: SNB-19. (5) Drug 1: CC1C(C(CC(O1)OC2CC(CC3=C2C(=C4C(=C3O)C(=O)C5=C(C4=O)C(=CC=C5)OC)O)(C(=O)C)O)N)O.Cl. Drug 2: CC(C)(C#N)C1=CC(=CC(=C1)CN2C=NC=N2)C(C)(C)C#N. Cell line: UACC62. Synergy scores: CSS=9.42, Synergy_ZIP=-4.79, Synergy_Bliss=1.01, Synergy_Loewe=-6.73, Synergy_HSA=1.62. (6) Cell line: M14. Synergy scores: CSS=8.24, Synergy_ZIP=-7.42, Synergy_Bliss=-10.2, Synergy_Loewe=-11.8, Synergy_HSA=-10.3. Drug 1: C1=CC(=CC=C1CCCC(=O)O)N(CCCl)CCCl. Drug 2: C1=NC2=C(N=C(N=C2N1C3C(C(C(O3)CO)O)O)F)N. (7) Drug 2: N.N.Cl[Pt+2]Cl. Drug 1: CCC1(C2=C(COC1=O)C(=O)N3CC4=CC5=C(C=CC(=C5CN(C)C)O)N=C4C3=C2)O.Cl. Cell line: NCI-H460. Synergy scores: CSS=76.5, Synergy_ZIP=0.107, Synergy_Bliss=0.107, Synergy_Loewe=-0.333, Synergy_HSA=3.14.